This data is from Forward reaction prediction with 1.9M reactions from USPTO patents (1976-2016). The task is: Predict the product of the given reaction. (1) Given the reactants [Cl:1][C:2]1[C:7]([Cl:8])=[CH:6][CH:5]=[CH:4][C:3]=1[CH:9]([NH:12][NH:13][C:14]([NH2:16])=[NH:15])[C:10]#[N:11].C, predict the reaction product. The product is: [CH:5]1[CH:6]=[C:7]([Cl:8])[C:2]([Cl:1])=[C:3]([C:9]2[N:12]=[N:13][C:14]([NH2:16])=[N:15][C:10]=2[NH2:11])[CH:4]=1. (2) Given the reactants [CH2:1]([N:8](C)[CH2:9][CH2:10][CH:11]1[CH2:16][CH2:15][N:14]([C:17]2[CH:22]=[CH:21][N:20]=[CH:19][CH:18]=2)[CH2:13][CH2:12]1)C1C=CC=CC=1, predict the reaction product. The product is: [CH3:1][NH:8][CH2:9][CH2:10][CH:11]1[CH2:16][CH2:15][N:14]([C:17]2[CH:18]=[CH:19][N:20]=[CH:21][CH:22]=2)[CH2:13][CH2:12]1. (3) Given the reactants C([O-])(=O)C.[K+].[CH3:21][C:16]1([CH3:22])[C:17]([CH3:20])([CH3:19])[O:18][B:14]([B:14]2[O:18][C:17]([CH3:20])([CH3:19])[C:16]([CH3:22])([CH3:21])[O:15]2)[O:15]1.C1(P(C2CCCCC2)C2C=CC=CC=2C2C(C(C)C)=CC(C(C)C)=CC=2C(C)C)CCCCC1.Cl[C:59]1[CH:67]=[C:66]2[C:62]([C:63]([C:77]([O:79][CH3:80])=[O:78])=[C:64]([CH3:76])[N:65]2[CH:68]([CH:70]2[CH2:75][CH2:74][O:73][CH2:72][CH2:71]2)[CH3:69])=[CH:61][CH:60]=1.N#N, predict the reaction product. The product is: [CH3:76][C:64]1[N:65]([CH:68]([CH:70]2[CH2:71][CH2:72][O:73][CH2:74][CH2:75]2)[CH3:69])[C:66]2[C:62]([C:63]=1[C:77]([O:79][CH3:80])=[O:78])=[CH:61][CH:60]=[C:59]([B:14]1[O:15][C:16]([CH3:21])([CH3:22])[C:17]([CH3:19])([CH3:20])[O:18]1)[CH:67]=2. (4) Given the reactants [NH2:1][C:2]1[NH:6][NH:5][C:4](=[O:7])[CH:3]=1.[Br:8][C:9]1[CH:10]=[C:11]([CH:14]=[CH:15][C:16]=1[F:17])[CH:12]=O.[C:18]1(=O)[CH2:23][CH2:22][CH2:21][C:20](=[O:24])[CH2:19]1, predict the reaction product. The product is: [Br:8][C:9]1[CH:10]=[C:11]([CH:12]2[C:19]3[C:20](=[O:24])[CH2:21][CH2:22][CH2:23][C:18]=3[NH:1][C:2]3[NH:6][NH:5][C:4](=[O:7])[C:3]2=3)[CH:14]=[CH:15][C:16]=1[F:17]. (5) Given the reactants [F:1][C:2]([F:12])([F:11])[C:3]1[CH:4]=[C:5]([CH2:9][OH:10])[CH:6]=[N:7][CH:8]=1.C(N(CC)CC)C.[CH3:20][S:21](Cl)(=[O:23])=[O:22], predict the reaction product. The product is: [CH3:20][S:21]([O:10][CH2:9][C:5]1[CH:6]=[N:7][CH:8]=[C:3]([C:2]([F:11])([F:1])[F:12])[CH:4]=1)(=[O:23])=[O:22]. (6) Given the reactants [Cl:1][C:2]1[C:7]([Cl:8])=[CH:6][CH:5]=[CH:4][C:3]=1/[CH:9]=[CH:10]/[CH2:11]O.C1(P(C2C=CC=CC=2)C2C=CC=CC=2)C=CC=CC=1.[Br:32]C(Br)(Br)Br, predict the reaction product. The product is: [Br:32][CH2:11]/[CH:10]=[CH:9]/[C:3]1[CH:4]=[CH:5][CH:6]=[C:7]([Cl:8])[C:2]=1[Cl:1].